Dataset: Catalyst prediction with 721,799 reactions and 888 catalyst types from USPTO. Task: Predict which catalyst facilitates the given reaction. (1) Reactant: [C:1]([C:5]1[CH:9]=[C:8]([NH:10][C:11](=[O:16])[C:12]([F:15])([F:14])[F:13])[N:7]([CH2:17][CH:18]2[CH2:20][CH2:19]2)[N:6]=1)([CH3:4])([CH3:3])[CH3:2].S(OC)(O[CH3:25])(=O)=O. Product: [C:1]([C:5]1[N:6]([CH3:25])[N:7]([CH2:17][CH:18]2[CH2:19][CH2:20]2)/[C:8](=[N:10]/[C:11](=[O:16])[C:12]([F:15])([F:14])[F:13])/[CH:9]=1)([CH3:4])([CH3:2])[CH3:3]. The catalyst class is: 11. (2) Reactant: COC1C=CC(C[N:8](CC2C=CC(OC)=CC=2)[S:9](CC)(=[O:11])=[O:10])=CC=1.[CH2:25]([Li])[CH2:26][CH2:27][CH3:28].Br[CH2:31][CH2:32]C=C. Product: [CH3:28][C@@H:27]([S:9]([NH2:8])(=[O:11])=[O:10])[CH2:26][CH2:25][CH:31]=[CH2:32]. The catalyst class is: 1. (3) Reactant: [H-].[Na+].[CH:3]1([C:8]([O:10]C)=O)[CH2:7][CH2:6][CH2:5][CH2:4]1.[O:12]([C:19]1[CH:24]=[CH:23][C:22]([C:25](=[O:27])[CH3:26])=[CH:21][CH:20]=1)[C:13]1[CH:18]=[CH:17][CH:16]=[CH:15][CH:14]=1.C(O)C. Product: [CH:3]1([C:8](=[O:10])[CH2:26][C:25]([C:22]2[CH:23]=[CH:24][C:19]([O:12][C:13]3[CH:18]=[CH:17][CH:16]=[CH:15][CH:14]=3)=[CH:20][CH:21]=2)=[O:27])[CH2:4][CH2:5][CH2:6][CH2:7]1. The catalyst class is: 1. (4) Reactant: [C:1](#[N:3])[CH3:2].[H-].[Na+].C[O:7][C:8](=O)[C:9]1[CH:14]=[CH:13][C:12]([C:15]#[N:16])=[CH:11][CH:10]=1. The catalyst class is: 7. Product: [C:1]([CH2:2][C:8]([C:9]1[CH:14]=[CH:13][C:12]([C:15]#[N:16])=[CH:11][CH:10]=1)=[O:7])#[N:3]. (5) Reactant: [Br:1][C:2]1[CH:3]=[CH:4][C:5]([F:9])=[C:6]([CH3:8])[CH:7]=1.[Br:10]N1C(=O)CCC1=O.C(OOCC1C=CC=CC=1)C1C=CC=CC=1.C1(=O)NC(=O)CC1. Product: [Br:1][C:2]1[CH:3]=[CH:4][C:5]([F:9])=[C:6]([CH2:8][Br:10])[CH:7]=1. The catalyst class is: 53.